Dataset: Full USPTO retrosynthesis dataset with 1.9M reactions from patents (1976-2016). Task: Predict the reactants needed to synthesize the given product. (1) The reactants are: [NH2:1][C:2]1[C:7]([F:8])=[C:6](Cl)[N:5]=[C:4]([C:10]([O:12][CH3:13])=[O:11])[C:3]=1[O:14][CH3:15].[Cl:16][C:17]1[CH:22]=[CH:21][C:20](B2OC(C)(C)C(C)(C)O2)=[C:19]([F:32])[C:18]=1[CH:33]([F:35])[CH3:34].[F-].[K+].CC#N. Given the product [NH2:1][C:2]1[C:7]([F:8])=[C:6]([C:20]2[CH:21]=[CH:22][C:17]([Cl:16])=[C:18]([CH:33]([F:35])[CH3:34])[C:19]=2[F:32])[N:5]=[C:4]([C:10]([O:12][CH3:13])=[O:11])[C:3]=1[O:14][CH3:15], predict the reactants needed to synthesize it. (2) Given the product [OH:55][C@H:54]([CH2:53][O:52][C:49]1[CH:50]=[CH:51][C:46]([OH:45])=[CH:47][CH:48]=1)[CH2:56][NH:1][CH2:2][CH2:3][C:4]1[CH:5]=[CH:6][C:7]([NH:8][CH:9]2[CH2:14][CH2:13][N:12]([C:15]([C:17]3[C:25]4[C:20](=[CH:21][CH:22]=[CH:23][CH:24]=4)[NH:19][N:18]=3)=[O:16])[CH2:11][CH2:10]2)=[CH:26][CH:27]=1, predict the reactants needed to synthesize it. The reactants are: [NH2:1][CH2:2][CH2:3][C:4]1[CH:27]=[CH:26][C:7]([NH:8][CH:9]2[CH2:14][CH2:13][N:12]([C:15]([C:17]3[C:25]4[C:20](=[CH:21][CH:22]=[CH:23][CH:24]=4)[NH:19][N:18]=3)=[O:16])[CH2:11][CH2:10]2)=[CH:6][CH:5]=1.C([Si]([O:45][C:46]1[CH:51]=[CH:50][C:49]([O:52][CH2:53][CH:54]2[CH2:56][O:55]2)=[CH:48][CH:47]=1)(C1C=CC=CC=1)C1C=CC=CC=1)(C)(C)C. (3) Given the product [F:9][C:8]1[C:3]([F:2])=[C:4]([CH:29]=[CH:28][CH2:27][CH2:26][C@H:23]2[CH2:24][CH2:25][C@H:20]([C@H:17]3[CH2:16][CH2:15][C@H:14]([CH2:11][CH2:12][CH3:13])[CH2:19][CH2:18]3)[CH2:21][CH2:22]2)[CH:5]=[CH:6][CH:7]=1, predict the reactants needed to synthesize it. The reactants are: [Mg].[F:2][C:3]1[C:8]([F:9])=[CH:7][CH:6]=[CH:5][C:4]=1Br.[CH2:11]([C@H:14]1[CH2:19][CH2:18][C@H:17]([C@H:20]2[CH2:25][CH2:24][C@H:23]([CH2:26][CH2:27][CH2:28][CH:29]=O)[CH2:22][CH2:21]2)[CH2:16][CH2:15]1)[CH2:12][CH3:13].[Cl-].[NH4+]. (4) Given the product [S:1]1[CH:5]=[CH:4][CH:3]=[C:2]1[C:6]1[CH:11]=[CH:10][CH:9]=[CH:8][C:7]=1[CH2:12][C:13]([OH:15])=[O:14], predict the reactants needed to synthesize it. The reactants are: [S:1]1[CH:5]=[CH:4][CH:3]=[C:2]1[C:6]1[CH:11]=[CH:10][CH:9]=[CH:8][C:7]=1[CH2:12][C:13]([O:15]C)=[O:14].CO.[OH-].[Na+].